Dataset: Forward reaction prediction with 1.9M reactions from USPTO patents (1976-2016). Task: Predict the product of the given reaction. Given the reactants [Cl:1][C:2]1[CH:3]=[C:4]([N:9]([CH2:20][CH2:21][C:22]2[CH:27]=[CH:26][CH:25]=[C:24]([O:28][CH2:29][C:30]3[CH:35]=[CH:34][CH:33]=[CH:32][CH:31]=3)[CH:23]=2)[C:10](=O)[CH2:11][C:12]2[CH:17]=[CH:16][C:15]([OH:18])=[CH:14][CH:13]=2)[CH:5]=[CH:6][C:7]=1[Cl:8].P(Cl)(Cl)(Cl)=O.[BH4-].[Na+], predict the reaction product. The product is: [Cl:1][C:2]1[CH:3]=[C:4]([N:9]2[CH2:20][CH2:21][C:22]3[C:27](=[CH:26][CH:25]=[C:24]([O:28][CH2:29][C:30]4[CH:35]=[CH:34][CH:33]=[CH:32][CH:31]=4)[CH:23]=3)[CH:10]2[CH2:11][C:12]2[CH:13]=[CH:14][C:15]([OH:18])=[CH:16][CH:17]=2)[CH:5]=[CH:6][C:7]=1[Cl:8].